Predict the product of the given reaction. From a dataset of Forward reaction prediction with 1.9M reactions from USPTO patents (1976-2016). (1) Given the reactants [CH2:1]([C@@H:8]1[CH2:12][O:11][C:10](=[O:13])[NH:9]1)[C:2]1[CH:7]=[CH:6][CH:5]=[CH:4][CH:3]=1.[Li]CCCC.[CH3:19][CH:20]([CH3:30])/[CH:21]=[CH:22]/[CH2:23][CH2:24][CH2:25][CH2:26][C:27](Cl)=[O:28], predict the reaction product. The product is: [CH3:19][CH:20]([CH3:30])/[CH:21]=[CH:22]/[CH2:23][CH2:24][CH2:25][CH2:26][C:27]([N:9]1[C@H:8]([CH2:1][C:2]2[CH:3]=[CH:4][CH:5]=[CH:6][CH:7]=2)[CH2:12][O:11][C:10]1=[O:13])=[O:28]. (2) The product is: [Cl:10][C:9]1[N:11]=[C:12]([O:7][CH3:6])[N:14]=[C:15]([O:4][CH3:1])[N:8]=1. Given the reactants [C:1](=[O:4])([O-])O.[Na+].[CH3:6][OH:7].[N:8]1[C:15](Cl)=[N:14][C:12](Cl)=[N:11][C:9]=1[Cl:10], predict the reaction product. (3) Given the reactants [Si:1]([O:18][CH2:19][C@@H:20]([NH:24][C:25](=[O:31])[O:26][C:27]([CH3:30])([CH3:29])[CH3:28])[CH2:21][CH:22]=O)([C:14]([CH3:17])([CH3:16])[CH3:15])([C:8]1[CH:13]=[CH:12][CH:11]=[CH:10][CH:9]=1)[C:2]1[CH:7]=[CH:6][CH:5]=[CH:4][CH:3]=1.[CH2:32]([NH2:39])[C:33]1[CH:38]=[CH:37][CH:36]=[CH:35][CH:34]=1.[Na], predict the reaction product. The product is: [CH2:32]([NH:39][CH2:22][CH2:21][C@H:20]([NH:24][C:25](=[O:31])[O:26][C:27]([CH3:28])([CH3:30])[CH3:29])[CH2:19][O:18][Si:1]([C:14]([CH3:16])([CH3:17])[CH3:15])([C:2]1[CH:7]=[CH:6][CH:5]=[CH:4][CH:3]=1)[C:8]1[CH:9]=[CH:10][CH:11]=[CH:12][CH:13]=1)[C:33]1[CH:38]=[CH:37][CH:36]=[CH:35][CH:34]=1. (4) Given the reactants C(OC([NH:8][C@H:9]([CH2:23][C:24]1[CH:29]=[C:28]([F:30])[C:27]([F:31])=[CH:26][C:25]=1[F:32])[CH2:10][C:11]([N:13]1[CH2:19][C@@H:18]([CH3:20])[CH2:17][NH:16][C:15](=[O:21])[C@H:14]1[CH3:22])=[O:12])=O)(C)(C)C.[ClH:33], predict the reaction product. The product is: [ClH:33].[NH2:8][C@H:9]([CH2:23][C:24]1[CH:29]=[C:28]([F:30])[C:27]([F:31])=[CH:26][C:25]=1[F:32])[CH2:10][C:11]([N:13]1[CH2:19][C@@H:18]([CH3:20])[CH2:17][NH:16][C:15](=[O:21])[C@H:14]1[CH3:22])=[O:12]. (5) The product is: [NH:17]1[C:16]([C:12]2[CH:11]=[C:10]3[C:15](=[CH:14][CH:13]=2)[NH:7][N:8]=[C:9]3[C:40]2[CH:41]=[C:42]([C:46]([NH:48][CH2:49][C:50]3[CH:51]=[N:52][CH:53]=[CH:54][CH:55]=3)=[O:47])[CH:43]=[CH:44][CH:45]=2)=[N:20][CH:19]=[N:18]1. Given the reactants O1CCCCC1[N:7]1[C:15]2[C:10](=[CH:11][C:12]([C:16]3[N:20]=[CH:19][N:18](C(C4C=CC=CC=4)(C4C=CC=CC=4)C4C=CC=CC=4)[N:17]=3)=[CH:13][CH:14]=2)[C:9]([C:40]2[CH:41]=[C:42]([C:46]([NH:48][CH2:49][C:50]3[CH:51]=[N:52][CH:53]=[CH:54][CH:55]=3)=[O:47])[CH:43]=[CH:44][CH:45]=2)=[N:8]1.Cl.C(=O)(O)[O-].[Na+], predict the reaction product. (6) Given the reactants FC(F)(F)C(O)=O.[Cl:8][C:9]1[CH:14]=[CH:13][C:12]([NH:15][C:16]2[CH:17]=[CH:18][C:19]([CH2:22][NH:23][C:24]([C:26]3([NH2:29])[CH2:28][CH2:27]3)=[O:25])=[N:20][CH:21]=2)=[C:11]([C:30]([F:33])([F:32])[F:31])[CH:10]=1.[CH3:34][NH:35][C:36]1[N:41]=[CH:40][C:39]([C:42](O)=[O:43])=[CH:38][N:37]=1, predict the reaction product. The product is: [Cl:8][C:9]1[CH:14]=[CH:13][C:12]([NH:15][C:16]2[CH:17]=[CH:18][C:19]([CH2:22][NH:23][C:24]([C:26]3([NH:29][C:42]([C:39]4[CH:38]=[N:37][C:36]([NH:35][CH3:34])=[N:41][CH:40]=4)=[O:43])[CH2:27][CH2:28]3)=[O:25])=[N:20][CH:21]=2)=[C:11]([C:30]([F:33])([F:31])[F:32])[CH:10]=1. (7) The product is: [Cl:1][C:2]1[N:7]=[C:6]([N:9]([CH3:11])[CH3:10])[CH:5]=[CH:4][N:3]=1.[Cl:8][C:6]1[CH:5]=[CH:4][N:3]=[C:2]([N:9]([CH3:11])[CH3:10])[N:7]=1. Given the reactants [Cl:1][C:2]1[N:7]=[C:6]([Cl:8])[CH:5]=[CH:4][N:3]=1.[NH:9]([CH3:11])[CH3:10].C([O-])(O)=O.[Na+], predict the reaction product. (8) Given the reactants [CH3:1][C:2]1[NH:6][N:5]=[C:4]([NH:7][C:8]2[CH:13]=[C:12]([CH2:14][CH2:15][CH:16]=CC)[N:11]=[C:10]([N:19]3[CH2:23][CH2:22][CH2:21][CH:20]3[C:24]3[O:28][N:27]=[C:26]([C:29]4[CH:34]=[CH:33][CH:32]=[CH:31][N:30]=4)[CH:25]=3)[N:9]=2)[CH:3]=1.[NH:35]1[CH2:39][CH2:38][CH2:37][CH2:36]1, predict the reaction product. The product is: [N:35]1([CH2:16][CH2:15][CH2:14][C:12]2[N:11]=[C:10]([N:19]3[CH2:23][CH2:22][CH2:21][CH:20]3[C:24]3[O:28][N:27]=[C:26]([C:29]4[CH:34]=[CH:33][CH:32]=[CH:31][N:30]=4)[CH:25]=3)[N:9]=[C:8]([NH:7][C:4]3[CH:3]=[C:2]([CH3:1])[NH:6][N:5]=3)[CH:13]=2)[CH2:39][CH2:38][CH2:37][CH2:36]1. (9) Given the reactants Cl[C:2]1[N:7]=[C:6]([NH:8][C:9]([C:11]2([C:14]3[CH:15]=[CH:16][C:17]4[O:21][CH2:20][CH2:19][C:18]=4[CH:22]=3)[CH2:13][CH2:12]2)=[O:10])[CH:5]=[C:4]([CH3:23])[CH:3]=1.[CH3:24][O:25][C:26]1[CH:31]=[C:30](B(O)O)[CH:29]=[CH:28][N:27]=1.C([O-])([O-])=O.[Na+].[Na+], predict the reaction product. The product is: [O:21]1[C:17]2[CH:16]=[CH:15][C:14]([C:11]3([C:9]([NH:8][C:6]4[N:7]=[C:2]([C:30]5[CH:29]=[CH:28][N:27]=[C:26]([O:25][CH3:24])[CH:31]=5)[CH:3]=[C:4]([CH3:23])[CH:5]=4)=[O:10])[CH2:13][CH2:12]3)=[CH:22][C:18]=2[CH2:19][CH2:20]1. (10) Given the reactants [C:1]1([CH2:7][CH2:8][C:9](OC)=[O:10])[CH:6]=[CH:5][CH:4]=[CH:3][CH:2]=1.[C:13]([OH:17])([CH3:16])([CH3:15])[CH3:14].C(OC(C)C)(C)C, predict the reaction product. The product is: [C:1]1([CH2:7][CH2:8][C:9]([O:17][C:13]([CH3:16])([CH3:15])[CH3:14])=[O:10])[CH:6]=[CH:5][CH:4]=[CH:3][CH:2]=1.